From a dataset of Reaction yield outcomes from USPTO patents with 853,638 reactions. Predict the reaction yield, written as a fraction of the theoretical maximum amount of product (1.0 means a 100% yield; for example, 0.34 means a 34% yield). (1) The reactants are Cl.[CH:2]12[CH2:13][CH:9]([CH2:10][NH:11][CH2:12]1)[C:8]1[CH:7]=[CH:6][CH:5]=[CH:4][C:3]2=1.N1C=CC=CC=1.[F:20][C:21]([F:32])([F:31])[C:22](O[C:22](=[O:23])[C:21]([F:32])([F:31])[F:20])=[O:23].Cl. The catalyst is C(Cl)Cl. The product is [CH:2]12[CH2:13][CH:9]([CH2:10][N:11]([C:22](=[O:23])[C:21]([F:32])([F:31])[F:20])[CH2:12]1)[C:8]1[CH:7]=[CH:6][CH:5]=[CH:4][C:3]2=1. The yield is 0.940. (2) The catalyst is C1(C)C=CC=CC=1.C1OCCOCCOCCOCCOCCOC1. The product is [CH2:10]([O:17][C:7]1[C:2]([Br:1])=[CH:3][CH:4]=[C:5]([CH3:8])[N:6]=1)[C:11]1[CH:16]=[CH:15][CH:14]=[CH:13][CH:12]=1. The reactants are [Br:1][C:2]1[CH:3]=[CH:4][C:5](Cl)([CH3:8])[NH:6][CH:7]=1.[CH2:10]([OH:17])[C:11]1[CH:16]=[CH:15][CH:14]=[CH:13][CH:12]=1.[OH-].[K+]. The yield is 0.780. (3) The reactants are [Cl:1][C:2]1[CH:7]=[CH:6][N:5]=[C:4]2[NH:8][N:9]=[CH:10][C:3]=12.[Br:11]N1C(=O)CCC1=O. The catalyst is C(O)(=O)C. The product is [Br:11][C:10]1[C:3]2[C:4](=[N:5][CH:6]=[CH:7][C:2]=2[Cl:1])[NH:8][N:9]=1. The yield is 0.600. (4) The reactants are [N:1]1[CH:2]=[CH:3][N:4]2[CH:9]=[CH:8][C:7]([C:10]3[CH:15]=[CH:14][N:13]=[C:12]([CH2:16][C:17](=O)[CH3:18])[CH:11]=3)=[CH:6][C:5]=12.Cl.[NH:21]1[CH2:26][CH2:25][O:24][CH2:23][CH2:22]1.C([BH3-])#N.[Na+]. The catalyst is CO. The product is [N:21]1([CH:17]([CH3:18])[CH2:16][C:12]2[CH:11]=[C:10]([C:7]3[CH:8]=[CH:9][N:4]4[CH:3]=[CH:2][N:1]=[C:5]4[CH:6]=3)[CH:15]=[CH:14][N:13]=2)[CH2:26][CH2:25][O:24][CH2:23][CH2:22]1. The yield is 0.740. (5) The reactants are [OH-].[K+].[Cl:3][C:4]1[CH:5]=[C:6]([N:21]2[CH:25]=[N:24][C:23]([C:26]([O:28]CC)=[O:27])=[N:22]2)[CH:7]=[C:8]([Cl:20])[C:9]=1[O:10][CH2:11][C:12]1[CH:17]=[CH:16][C:15]([O:18][CH3:19])=[CH:14][CH:13]=1.Cl. The catalyst is O.C(O)C. The product is [Cl:20][C:8]1[CH:7]=[C:6]([N:21]2[CH:25]=[N:24][C:23]([C:26]([OH:28])=[O:27])=[N:22]2)[CH:5]=[C:4]([Cl:3])[C:9]=1[O:10][CH2:11][C:12]1[CH:17]=[CH:16][C:15]([O:18][CH3:19])=[CH:14][CH:13]=1. The yield is 0.950. (6) The reactants are [CH2:1]([C:3]1[N:4]([C:28]2[CH:33]=[CH:32][C:31]([OH:34])=[CH:30][CH:29]=2)[C:5](=[O:27])[C:6]([CH2:12][C:13]2[CH:18]=[CH:17][C:16]([C:19]3[C:20]([C:25]#[N:26])=[CH:21][CH:22]=[CH:23][CH:24]=3)=[CH:15][CH:14]=2)=[C:7]([CH2:9][CH2:10][CH3:11])[N:8]=1)[CH3:2].[CH3:35][C:36]1([CH3:43])[CH2:41][CH:40](O)[CH2:39][CH2:38][O:37]1.C1(P(C2C=CC=CC=2)C2C=CC=CC=2)C=CC=CC=1.[N:64]([C:65]([O:67]C(C)C)=[O:66])=[N:64][C:65]([O:67]C(C)C)=[O:66]. The catalyst is O1CCCC1.O. The product is [CH3:35][C:36]1([CH3:43])[CH2:41][CH:40]([O:34][C:31]2[CH:32]=[CH:33][C:28]([N:4]3[C:5](=[O:27])[C:6]([CH2:12][C:13]4[CH:18]=[CH:17][C:16]([C:19]5[CH:24]=[CH:23][CH:22]=[CH:21][C:20]=5[C:25]5[NH:64][C:65](=[O:66])[O:67][N:26]=5)=[CH:15][CH:14]=4)=[C:7]([CH2:9][CH2:10][CH3:11])[N:8]=[C:3]3[CH2:1][CH3:2])=[CH:29][CH:30]=2)[CH2:39][CH2:38][O:37]1. The yield is 0.410.